This data is from Rat liver microsome stability data. The task is: Regression/Classification. Given a drug SMILES string, predict its absorption, distribution, metabolism, or excretion properties. Task type varies by dataset: regression for continuous measurements (e.g., permeability, clearance, half-life) or binary classification for categorical outcomes (e.g., BBB penetration, CYP inhibition). Dataset: rlm. (1) The compound is CCC1(C#N)CCN(c2c(C(=O)N3CCN(S(C)(=O)=O)CC3)cnc3ccc(F)cc23)CC1. The result is 1 (stable in rat liver microsomes). (2) The molecule is COCCNC(=O)c1c(NC(=O)c2c(F)cccc2C(F)(F)F)sc2c1CCOC2. The result is 1 (stable in rat liver microsomes). (3) The compound is O=C(Nc1ccc(S(=O)(=O)Nc2nc(-c3ccccc3)cs2)cc1)c1ccc2ccccc2c1. The result is 0 (unstable in rat liver microsomes). (4) The drug is N[C@H]1COCC[C@H]1Nc1cc2ncnc(O)c2c(Nc2cccc3cc[nH]c23)n1. The result is 1 (stable in rat liver microsomes). (5) The compound is CCN(CC)[C@@H](C)CNC(=O)c1cc(-c2cnn3ccc(-c4cccs4)nc23)nc(N2CC(O)C2)c1. The result is 0 (unstable in rat liver microsomes). (6) The compound is CCOC(=O)[C@H]1CCCC[C@H](NC(=O)C=Cc2cc(Cl)ccc2-n2cnnn2)c2nc(c[nH]2)-c2ccc(NC(=O)OC)cc2N1. The result is 0 (unstable in rat liver microsomes). (7) The drug is CS(=O)(=O)c1ccc(-c2nnc(-c3ccc(C(=O)N[C@@H](Cn4ccnc4)c4ccc(Cl)cc4Cl)cc3)o2)cc1Cl. The result is 1 (stable in rat liver microsomes). (8) The molecule is Cc1cc(-c2cc3c(nc2-c2ccccc2)nc(C(=O)NCCN(C)C)n3C)ccn1. The result is 0 (unstable in rat liver microsomes).